This data is from Reaction yield outcomes from USPTO patents with 853,638 reactions. The task is: Predict the reaction yield, written as a fraction of the theoretical maximum amount of product (1.0 means a 100% yield; for example, 0.34 means a 34% yield). The reactants are N1CCCCC1.[CH3:7][O:8][C:9]1[CH:10]=[C:11]([CH:14]=[CH:15][C:16]=1[O:17][CH3:18])[CH:12]=O.[Br:19][C:20]1[CH:21]=[CH:22][C:23]([NH:29][C:30](=[O:35])[CH2:31]C(O)=O)=[C:24]([CH:28]=1)[C:25]([OH:27])=[O:26].Cl. The catalyst is C1(C)C=CC=CC=1. The product is [CH3:7][O:8][C:9]1[CH:10]=[C:11](/[CH:12]=[CH:31]/[C:30]([NH:29][C:23]2[CH:22]=[CH:21][C:20]([Br:19])=[CH:28][C:24]=2[C:25]([OH:27])=[O:26])=[O:35])[CH:14]=[CH:15][C:16]=1[O:17][CH3:18]. The yield is 0.660.